Dataset: Forward reaction prediction with 1.9M reactions from USPTO patents (1976-2016). Task: Predict the product of the given reaction. (1) Given the reactants Cl[C:2]1[C:7]([C:8]([F:11])([F:10])[F:9])=[CH:6][N:5]=[C:4]([NH:12][C:13]2[CH:14]=[C:15]3[C:20](=[CH:21][CH:22]=2)[NH:19][C:18](=[O:23])[CH2:17][CH2:16]3)[N:3]=1.Cl.[CH3:25][S:26]([C:29]1[CH:30]=[C:31]([CH:34]=[CH:35][CH:36]=1)[CH2:32][NH2:33])(=[O:28])=[O:27].C(N(CC)CC)C, predict the reaction product. The product is: [CH3:25][S:26]([C:29]1[CH:30]=[C:31]([CH:34]=[CH:35][CH:36]=1)[CH2:32][NH:33][C:2]1[C:7]([C:8]([F:11])([F:10])[F:9])=[CH:6][N:5]=[C:4]([NH:12][C:13]2[CH:14]=[C:15]3[C:20](=[CH:21][CH:22]=2)[NH:19][C:18](=[O:23])[CH2:17][CH2:16]3)[N:3]=1)(=[O:27])=[O:28]. (2) The product is: [Br:8][C:5]1[N:6]=[CH:7][C:2]([NH:1][CH2:18][CH2:17][O:16][Si:9]([C:12]([CH3:15])([CH3:14])[CH3:13])([CH3:11])[CH3:10])=[CH:3][CH:4]=1. Given the reactants [NH2:1][C:2]1[CH:3]=[CH:4][C:5]([Br:8])=[N:6][CH:7]=1.[Si:9]([O:16][CH2:17][CH:18]=O)([C:12]([CH3:15])([CH3:14])[CH3:13])([CH3:11])[CH3:10].C(O)(=O)C.C(O[BH-](OC(=O)C)OC(=O)C)(=O)C.[Na+], predict the reaction product. (3) Given the reactants [CH2:1]([O:8][N:9]1[C:18]2[C:13](=[CH:14][CH:15]=[CH:16][N:17]=2)[C:12]([OH:19])=[C:11](C(OCC)=O)[C:10]1=[O:25])[C:2]1[CH:7]=[CH:6][CH:5]=[CH:4][CH:3]=1.[OH-].[Na+], predict the reaction product. The product is: [CH2:1]([O:8][N:9]1[C:18]2[C:13](=[CH:14][CH:15]=[CH:16][N:17]=2)[C:12]([OH:19])=[CH:11][C:10]1=[O:25])[C:2]1[CH:7]=[CH:6][CH:5]=[CH:4][CH:3]=1. (4) Given the reactants [Cl:1][C:2]1[CH:7]=[CH:6][C:5]([Cl:8])=[CH:4][C:3]=1[C:9]1[N:10]=[C:11]2[CH:16]=[N:15][CH:14]=[CH:13][N:12]2[C:17]=1[C:18]([O:20]CC)=[O:19].[Li+].[OH-], predict the reaction product. The product is: [Cl:1][C:2]1[CH:7]=[CH:6][C:5]([Cl:8])=[CH:4][C:3]=1[C:9]1[N:10]=[C:11]2[CH:16]=[N:15][CH:14]=[CH:13][N:12]2[C:17]=1[C:18]([OH:20])=[O:19]. (5) Given the reactants C([O:3][C:4]([C:6]1[C:7](Cl)=[N:8][C:9]2[C:14]([CH:15]=1)=[CH:13][C:12]([Cl:16])=[CH:11][C:10]=2[CH3:17])=[O:5])C.[NH2:19][CH:20]([C:28]([OH:30])=[O:29])[CH2:21][C:22]1[CH:27]=[CH:26][CH:25]=[CH:24][CH:23]=1, predict the reaction product. The product is: [C:28]([CH:20]([NH:19][C:7]1[C:6]([C:4]([OH:3])=[O:5])=[CH:15][C:14]2[C:9](=[C:10]([CH3:17])[CH:11]=[C:12]([Cl:16])[CH:13]=2)[N:8]=1)[CH2:21][C:22]1[CH:27]=[CH:26][CH:25]=[CH:24][CH:23]=1)([OH:30])=[O:29]. (6) Given the reactants Br[C:2]1[CH:3]=[C:4]([C:8]2([C:19]3[CH:24]=[CH:23][C:22]([O:25][CH3:26])=[CH:21][CH:20]=3)[C:16]3[C:11](=[CH:12][CH:13]=[C:14]([F:17])[CH:15]=3)[C:10]([NH2:18])=[N:9]2)[CH:5]=[CH:6][CH:7]=1.[N:27]1[CH:32]=[C:31](B(O)O)[CH:30]=[N:29][CH:28]=1.C(=O)([O-])[O-].[Cs+].[Cs+].O, predict the reaction product. The product is: [F:17][C:14]1[CH:15]=[C:16]2[C:11]([C:10]([NH2:18])=[N:9][C:8]2([C:19]2[CH:24]=[CH:23][C:22]([O:25][CH3:26])=[CH:21][CH:20]=2)[C:4]2[CH:5]=[CH:6][CH:7]=[C:2]([C:31]3[CH:32]=[N:27][CH:28]=[N:29][CH:30]=3)[CH:3]=2)=[CH:12][CH:13]=1. (7) Given the reactants CO[C:3]([CH:5]1[CH2:11][CH2:10][O:9][C:8]2[CH:12]=[C:13]([F:16])[CH:14]=[CH:15][C:7]=2[C:6]1=[O:17])=[O:4].[NH2:18][C:19]1[S:20][CH:21]=[CH:22][N:23]=1, predict the reaction product. The product is: [S:20]1[CH:21]=[CH:22][N:23]=[C:19]1[NH:18][C:3]([CH:5]1[CH2:11][CH2:10][O:9][C:8]2[CH:12]=[C:13]([F:16])[CH:14]=[CH:15][C:7]=2[C:6]1=[O:17])=[O:4].